Dataset: Full USPTO retrosynthesis dataset with 1.9M reactions from patents (1976-2016). Task: Predict the reactants needed to synthesize the given product. (1) Given the product [Br:1][C:2]1[CH:7]=[C:6]([N+:15]([O-:17])=[O:16])[C:5]([F:8])=[CH:4][N+:3]=1[O-:9], predict the reactants needed to synthesize it. The reactants are: [Br:1][C:2]1[CH:7]=[CH:6][C:5]([F:8])=[CH:4][N+:3]=1[O-:9].S(=O)(=O)(O)O.[N+:15]([O-])([OH:17])=[O:16]. (2) The reactants are: [CH3:1][C:2]1[CH:3]=[C:4]2[C:9](=[CH:10][CH:11]=1)[NH:8][C:7](=[O:12])[C:6]([C:13]#[N:14])=[C:5]2[N:15]1[CH2:20][CH2:19][N:18]([C:21]([C:23]2[S:24][CH:25]=[CH:26][CH:27]=2)=[O:22])[CH2:17][CH2:16]1.Cl.Cl[CH2:30][CH2:31][N:32]1[CH2:36][CH2:35][CH2:34][CH2:33]1.C(=O)([O-])[O-].[K+].[K+]. Given the product [CH3:1][C:2]1[CH:3]=[C:4]2[C:9](=[CH:10][CH:11]=1)[N:8]([CH2:30][CH2:31][N:32]1[CH2:36][CH2:35][CH2:34][CH2:33]1)[C:7](=[O:12])[C:6]([C:13]#[N:14])=[C:5]2[N:15]1[CH2:16][CH2:17][N:18]([C:21]([C:23]2[S:24][CH:25]=[CH:26][CH:27]=2)=[O:22])[CH2:19][CH2:20]1, predict the reactants needed to synthesize it. (3) Given the product [Cl:1][C:2]1[CH:3]=[C:4]([NH:5][C:18](=[O:19])[C:17]2[CH:21]=[C:22]([C:28]([F:31])([F:30])[F:29])[CH:23]=[C:24]([N+:25]([O-:27])=[O:26])[C:16]=2[Cl:15])[CH:6]=[CH:7][C:8]=1[Cl:9], predict the reactants needed to synthesize it. The reactants are: [Cl:1][C:2]1[CH:3]=[C:4]([CH:6]=[CH:7][C:8]=1[Cl:9])[NH2:5].CC(C)=O.O.[Cl:15][C:16]1[C:24]([N+:25]([O-:27])=[O:26])=[CH:23][C:22]([C:28]([F:31])([F:30])[F:29])=[CH:21][C:17]=1[C:18](Cl)=[O:19].O. (4) Given the product [CH2:1]([O:4][C:5]1[CH:6]=[CH:7][C:8]([S:11]([N:14]2[C:22](=[O:23])[C:21]3[C:20](=[CH:19][C:18]([Cl:17])=[CH:26][CH:25]=3)[NH:27][C:15]2=[O:16])(=[O:13])=[O:12])=[CH:9][CH:10]=1)[CH:2]=[CH2:3], predict the reactants needed to synthesize it. The reactants are: [CH2:1]([O:4][C:5]1[CH:10]=[CH:9][C:8]([S:11]([N:14]=[C:15]=[O:16])(=[O:13])=[O:12])=[CH:7][CH:6]=1)[CH:2]=[CH2:3].[Cl:17][C:18]1[CH:19]=[C:20]([NH2:27])[C:21](=[CH:25][CH:26]=1)[C:22](O)=[O:23]. (5) Given the product [CH3:26][C:2]1([CH3:1])[CH2:11][CH2:10][CH:9]([OH:12])[C:8]2[CH:7]=[C:6]([N:13]=[N:14][C:15]3[CH:16]=[CH:17][C:18]([C:19]([O:21][CH2:22][CH3:23])=[O:20])=[CH:24][CH:25]=3)[CH:5]=[CH:4][C:3]1=2, predict the reactants needed to synthesize it. The reactants are: [CH3:1][C:2]1([CH3:26])[CH2:11][CH2:10][C:9](=[O:12])[C:8]2[CH:7]=[C:6]([N:13]=[N:14][C:15]3[CH:25]=[CH:24][C:18]([C:19]([O:21][CH2:22][CH3:23])=[O:20])=[CH:17][CH:16]=3)[CH:5]=[CH:4][C:3]1=2.[BH4-].[Na+]. (6) The reactants are: [CH3:1][C:2]1[CH:3]=[C:4]([N:9]2[C:13]3[CH:14]=[CH:15][CH:16]=[C:17]([C:18]#[N:19])[C:12]=3[N:11]=[CH:10]2)[CH:5]=[CH:6][C:7]=1[CH3:8].[I:20][CH3:21]. Given the product [I-:20].[C:18]([C:17]1[C:12]2[N+:11]([CH3:21])=[CH:10][N:9]([C:4]3[CH:5]=[CH:6][C:7]([CH3:8])=[C:2]([CH3:1])[CH:3]=3)[C:13]=2[CH:14]=[CH:15][CH:16]=1)#[N:19], predict the reactants needed to synthesize it. (7) Given the product [NH2:1][C:2]1[C:3]([C:19]([NH2:20])=[O:21])=[N:4][C:5]([C:9]2[CH:14]=[CH:13][C:12](=[O:15])[N:11]([CH:16]([CH3:18])[CH3:17])[N:10]=2)=[CH:6][N+:7]=1[O-:8], predict the reactants needed to synthesize it. The reactants are: [NH2:1][C:2]1[C:3]([C:19]#[N:20])=[N:4][C:5]([C:9]2[CH:14]=[CH:13][C:12](=[O:15])[N:11]([CH:16]([CH3:18])[CH3:17])[N:10]=2)=[CH:6][N+:7]=1[O-:8].[O:21]1CCOCC1. (8) The reactants are: [CH3:1][O:2][C:3]1[C:8]2=[CH:9][CH:10]=[C:11]3[C:20]([N:19]=[C:18]4[C:13]([CH:14]=[CH:15][C:16]([O:24][CH3:25])=[C:17]4[C:21]([OH:23])=O)=[N:12]3)=[C:7]2[CH:6]=[CH:5][CH:4]=1.Cl.[NH2:27][C@@H:28]([CH2:31][N:32]([CH3:34])[CH3:33])[CH2:29][OH:30].C(=O)([O-])[O-].[Na+].[Na+]. Given the product [CH3:33][N:32]([CH3:34])[CH2:31][C@H:28]([NH:27][C:21]([C:17]1[C:18]2[C:13](=[N:12][C:11]3[C:20]([N:19]=2)=[C:7]2[CH:6]=[CH:5][CH:4]=[C:3]([O:2][CH3:1])[C:8]2=[CH:9][CH:10]=3)[CH:14]=[CH:15][C:16]=1[O:24][CH3:25])=[O:23])[CH2:29][OH:30], predict the reactants needed to synthesize it. (9) Given the product [F:21][CH:20]([F:22])[N:17]1[C:5]2[C:6]([O:8][C@@H:9]([C@H:11]3[CH2:15][NH:14][C:13](=[O:16])[CH2:12]3)[CH3:10])=[N:7][C:2]([C:2]3[CH:28]=[CH:29][C:30]([N:26]4[CH2:23][CH2:25][O:8][CH2:6][CH2:5]4)=[CH:4][CH:3]=3)=[CH:3][C:4]=2[N:19]=[CH:18]1, predict the reactants needed to synthesize it. The reactants are: Cl[C:2]1[N:7]=[C:6]([O:8][C@@H:9]([C@H:11]2[CH2:15][NH:14][C:13](=[O:16])[CH2:12]2)[CH3:10])[C:5]2[N:17]([CH:20]([F:22])[F:21])[CH:18]=[N:19][C:4]=2[CH:3]=1.[CH:23]([N:26]1[CH:30]=[C:29](B2OC(C)(C)C(C)(C)O2)[CH:28]=N1)([CH3:25])C.[O-]P([O-])([O-])=O.[K+].[K+].[K+].